The task is: Predict the product of the given reaction.. This data is from Forward reaction prediction with 1.9M reactions from USPTO patents (1976-2016). (1) The product is: [NH2:12][C@H:11]1[C@@H:8]([CH2:7][N:5]2[N:4]=[N:3][C:2]([CH3:1])=[N:6]2)[NH:9][C:10]1=[O:23]. Given the reactants [CH3:1][C:2]1[N:3]=[N:4][N:5]([CH2:7][C@@H:8]2[C@H:11]([NH:12]C(=O)OCC3C=CC=CC=3)[C:10](=[O:23])[NH:9]2)[N:6]=1, predict the reaction product. (2) Given the reactants [BH4-].[Na+].[F:3][C:4]([F:19])([F:18])[C:5]1[CH:10]=[CH:9][N:8]=[C:7]([CH2:11][CH:12]2[CH2:16][CH2:15][CH2:14][C:13]2=[O:17])[CH:6]=1, predict the reaction product. The product is: [F:19][C:4]([F:3])([F:18])[C:5]1[CH:10]=[CH:9][N:8]=[C:7]([CH2:11][CH:12]2[CH2:16][CH2:15][CH2:14][CH:13]2[OH:17])[CH:6]=1. (3) Given the reactants [Cl:1][C:2]1[C:7]([O:8][CH3:9])=[CH:6][CH:5]=[C:4]([Cl:10])[C:3]=1[CH2:11]O.P(Br)(Br)[Br:14], predict the reaction product. The product is: [Br:14][CH2:11][C:3]1[C:2]([Cl:1])=[C:7]([O:8][CH3:9])[CH:6]=[CH:5][C:4]=1[Cl:10]. (4) Given the reactants [N:1]1([C:7]2[CH:15]=[CH:14][C:10]([C:11]([OH:13])=[O:12])=[CH:9][CH:8]=2)[CH2:6][CH2:5][O:4][CH2:3][CH2:2]1.CN(C(ON1N=NC2C=CC=NC1=2)=[N+](C)C)C.F[P-](F)(F)(F)(F)F.CCN(C(C)C)C(C)C.[NH2:49][CH2:50][C:51]1[C:52]([NH:63][CH:64]2[CH2:69][CH2:68][N:67]([C:70]([NH2:72])=[O:71])[CH2:66][CH2:65]2)=[C:53]2[CH:60]=[N:59][N:58]([CH2:61][CH3:62])[C:54]2=[N:55][C:56]=1[CH3:57], predict the reaction product. The product is: [CH:11]([OH:13])=[O:12].[CH2:61]([N:58]1[C:54]2=[N:55][C:56]([CH3:57])=[C:51]([CH2:50][NH:49][C:11]([C:10]3[CH:9]=[CH:8][C:7]([N:1]4[CH2:2][CH2:3][O:4][CH2:5][CH2:6]4)=[CH:15][CH:14]=3)=[O:13])[C:52]([NH:63][CH:64]3[CH2:65][CH2:66][N:67]([C:70]([NH2:72])=[O:71])[CH2:68][CH2:69]3)=[C:53]2[CH:60]=[N:59]1)[CH3:62]. (5) Given the reactants C(=O)([S:3][CH2:4][CH2:5][C@H:6]([NH:16][C:17]([O:19][CH2:20][C:21]1[CH:26]=[CH:25][CH:24]=[CH:23][CH:22]=1)=[O:18])[C:7](=[O:15])[NH:8][CH2:9][CH2:10][CH2:11][CH2:12][CH:13]=[O:14])C.C[O-].[Na+], predict the reaction product. The product is: [SH:3][CH2:4][CH2:5][C@H:6]([NH:16][C:17](=[O:18])[O:19][CH2:20][C:21]1[CH:22]=[CH:23][CH:24]=[CH:25][CH:26]=1)[C:7](=[O:15])[NH:8][CH2:9][CH2:10][CH2:11][CH2:12][CH:13]=[O:14]. (6) Given the reactants C([O:3][C:4](=[O:18])[CH2:5][S:6]([C:8]1[CH:13]=[CH:12][CH:11]=[C:10]([C:14]([F:17])([F:16])[F:15])[CH:9]=1)=[O:7])C.CCO.[OH-].[K+], predict the reaction product. The product is: [F:16][C:14]([F:15])([F:17])[C:10]1[CH:9]=[C:8]([S:6]([CH2:5][C:4]([OH:18])=[O:3])=[O:7])[CH:13]=[CH:12][CH:11]=1.